From a dataset of Forward reaction prediction with 1.9M reactions from USPTO patents (1976-2016). Predict the product of the given reaction. (1) The product is: [N:7]1([CH2:11][CH:13]2[CH2:14][N:15]([CH:17]([C:24]3[CH:29]=[CH:28][CH:27]=[CH:26][CH:25]=3)[C:18]3[CH:19]=[CH:20][CH:21]=[CH:22][CH:23]=3)[CH2:16]2)[CH2:10][CH2:9][CH2:8]1. Given the reactants [H-].[Al+3].[Li+].[H-].[H-].[H-].[N:7]1([C:11]([CH:13]2[CH2:16][N:15]([CH:17]([C:24]3[CH:29]=[CH:28][CH:27]=[CH:26][CH:25]=3)[C:18]3[CH:23]=[CH:22][CH:21]=[CH:20][CH:19]=3)[CH2:14]2)=O)[CH2:10][CH2:9][CH2:8]1.O.[OH-].[Na+], predict the reaction product. (2) Given the reactants Cl[CH2:2][O:3][CH2:4][C:5]1[CH:10]=[CH:9][CH:8]=[CH:7][CH:6]=1.[CH3:11][CH:12]([C:18](=[O:24])[C:19]([O:21][CH2:22][CH3:23])=[O:20])[C:13]([O:15][CH2:16][CH3:17])=[O:14], predict the reaction product. The product is: [CH2:4]([O:3][CH2:2][C:12]([CH3:11])([C:18](=[O:24])[C:19]([O:21][CH2:22][CH3:23])=[O:20])[C:13]([O:15][CH2:16][CH3:17])=[O:14])[C:5]1[CH:10]=[CH:9][CH:8]=[CH:7][CH:6]=1. (3) Given the reactants S(Cl)(Cl)=O.[Cl:5][C:6]1[CH:14]=[CH:13][C:9]([C:10]([OH:12])=O)=[C:8]([O:15][CH3:16])[CH:7]=1.[CH3:17][N:18]1[CH2:23][CH2:22][NH:21][CH2:20][CH2:19]1, predict the reaction product. The product is: [Cl:5][C:6]1[CH:14]=[CH:13][C:9]([C:10]([N:21]2[CH2:22][CH2:23][N:18]([CH3:17])[CH2:19][CH2:20]2)=[O:12])=[C:8]([O:15][CH3:16])[CH:7]=1. (4) Given the reactants C(Cl)(=O)C.C(O)C.Cl.[CH3:9][O:10][C:11]1[CH:16]=[CH:15][C:14]([NH:17]N)=[CH:13][CH:12]=1.O=[C:20]1[CH2:25][CH2:24][CH:23]([NH:26][C:27](=[O:31])[CH:28]([CH3:30])[CH3:29])[CH2:22][CH2:21]1, predict the reaction product. The product is: [CH3:9][O:10][C:11]1[CH:16]=[C:15]2[C:14](=[CH:13][CH:12]=1)[NH:17][C:20]1[CH2:25][CH2:24][CH:23]([NH:26][C:27](=[O:31])[CH:28]([CH3:29])[CH3:30])[CH2:22][C:21]2=1. (5) Given the reactants [OH:1][C:2]1[CH:7]=[C:6]([CH3:8])[NH:5][C:4](=[O:9])[CH:3]=1.C1CCN2C(=NCCC2)CC1.[F:21][C:22]1[CH:29]=[C:28]([F:30])[CH:27]=[CH:26][C:23]=1[CH2:24]Cl, predict the reaction product. The product is: [F:21][C:22]1[CH:29]=[C:28]([F:30])[CH:27]=[CH:26][C:23]=1[CH2:24][O:1][C:2]1[CH:7]=[C:6]([CH3:8])[NH:5][C:4](=[O:9])[CH:3]=1. (6) Given the reactants [OH:1][C:2]1[CH:3]=[C:4]([CH:15]=[CH:16][C:17]=1[N+:18]([O-:20])=[O:19])[C:5]([O:7][CH2:8][C:9]1[CH:14]=[CH:13][CH:12]=[CH:11][CH:10]=1)=[O:6].Br[CH2:22][CH2:23][O:24][CH:25]1[CH2:30][CH2:29][CH2:28][CH2:27][O:26]1.C([O-])([O-])=O.[K+].[K+], predict the reaction product. The product is: [N+:18]([C:17]1[CH:16]=[CH:15][C:4]([C:5]([O:7][CH2:8][C:9]2[CH:14]=[CH:13][CH:12]=[CH:11][CH:10]=2)=[O:6])=[CH:3][C:2]=1[O:1][CH2:22][CH2:23][O:24][CH:25]1[CH2:30][CH2:29][CH2:28][CH2:27][O:26]1)([O-:20])=[O:19].